This data is from Full USPTO retrosynthesis dataset with 1.9M reactions from patents (1976-2016). The task is: Predict the reactants needed to synthesize the given product. (1) Given the product [C:3]([C:5]1[S:6][CH:7]=[C:8]2[C:13]=1[C:12](=[O:14])[N:11]([C:15]1[CH:20]=[C:19]([O:21][CH:22]([C:24]3[C:29]([O:30][CH3:31])=[CH:28][CH:27]=[CH:26][C:25]=3[F:32])[CH3:23])[CH:18]=[CH:17][C:16]=1[F:33])[C:10](=[O:34])[NH:9]2)([OH:4])=[O:2], predict the reactants needed to synthesize it. The reactants are: C[O:2][C:3]([C:5]1[S:6][CH:7]=[C:8]2[C:13]=1[C:12](=[O:14])[N:11]([C:15]1[CH:20]=[C:19]([O:21][CH:22]([C:24]3[C:29]([O:30][CH3:31])=[CH:28][CH:27]=[CH:26][C:25]=3[F:32])[CH3:23])[CH:18]=[CH:17][C:16]=1[F:33])[C:10](=[O:34])[NH:9]2)=[O:4].O.[OH-].[Li+].Cl. (2) Given the product [NH2:13][C:14]1[CH:1]=[CH:6][C:17]([OH:18])([C:19]([O:21][CH3:22])=[O:20])[CH2:16][C:15]=1[C:7]([O:11][CH3:12])=[O:10], predict the reactants needed to synthesize it. The reactants are: [CH:1]1[CH:6]=CC=CC=1.[C:7]([O:11][CH3:12])(=[O:10])C=C.[NH2:13][C:14]1[O:18][C:17]([C:19]([O:21][CH3:22])=[O:20])=[CH:16][CH:15]=1. (3) Given the product [CH3:12][O:11][C:9]([C:6]1[N:7]([CH3:13])[N:8]=[C:4]([N+:1]([O-:3])=[O:2])[CH:5]=1)=[O:10], predict the reactants needed to synthesize it. The reactants are: [N+:1]([C:4]1[NH:8][N:7]=[C:6]([C:9]([O:11][CH3:12])=[O:10])[CH:5]=1)([O-:3])=[O:2].[CH3:13]N(C=O)C.C(=O)([O-])[O-].[K+].[K+].CI. (4) The reactants are: [CH2:1]([O:8][C:9]1[CH:10]=[C:11]2[C:15](=[CH:16][C:17]=1[C:18]1[CH:19]=[CH:20][C:21]([NH2:24])=[N:22][CH:23]=1)[N:14]([CH:25]1[CH2:30][CH2:29][CH2:28][CH2:27][O:26]1)[N:13]=[CH:12]2)[C:2]1[CH:7]=[CH:6][CH:5]=[CH:4][CH:3]=1.[C:31]([O:35][C:36](O[C:36]([O:35][C:31]([CH3:34])([CH3:33])[CH3:32])=[O:37])=[O:37])([CH3:34])([CH3:33])[CH3:32].CCOC(C)=O. Given the product [CH2:1]([O:8][C:9]1[CH:10]=[C:11]2[C:15](=[CH:16][C:17]=1[C:18]1[CH:19]=[CH:20][C:21]([NH:24][C:36](=[O:37])[O:35][C:31]([CH3:34])([CH3:33])[CH3:32])=[N:22][CH:23]=1)[N:14]([CH:25]1[CH2:30][CH2:29][CH2:28][CH2:27][O:26]1)[N:13]=[CH:12]2)[C:2]1[CH:3]=[CH:4][CH:5]=[CH:6][CH:7]=1, predict the reactants needed to synthesize it. (5) Given the product [C:17]([O:16][C:14]([N:1]1[C:10]2[C:5](=[CH:6][CH:7]=[C:8]([C:11](=[O:13])[CH3:12])[CH:9]=2)[CH2:4][CH2:3][CH2:2]1)=[O:15])([CH3:20])([CH3:19])[CH3:18], predict the reactants needed to synthesize it. The reactants are: [NH:1]1[C:10]2[C:5](=[CH:6][CH:7]=[C:8]([C:11](=[O:13])[CH3:12])[CH:9]=2)[CH2:4][CH2:3][CH2:2]1.[C:14](O[C:14]([O:16][C:17]([CH3:20])([CH3:19])[CH3:18])=[O:15])([O:16][C:17]([CH3:20])([CH3:19])[CH3:18])=[O:15].